This data is from Catalyst prediction with 721,799 reactions and 888 catalyst types from USPTO. The task is: Predict which catalyst facilitates the given reaction. Reactant: [Cl:1][C:2]1[CH:7]=[CH:6][C:5]([CH2:8]Cl)=[CH:4][N:3]=1.[F:10][C:11]1[C:16]([F:17])=[CH:15][CH:14]=[CH:13][C:12]=1[C:18]1[N:26]=[C:21]2[CH:22]=[N:23][NH:24][CH:25]=[C:20]2[N:19]=1.C([O-])([O-])=O.[K+].[K+].O. Product: [Cl:1][C:2]1[N:3]=[CH:4][C:5]([CH2:8][N:23]2[CH:22]=[C:21]3[N:26]=[C:18]([C:12]4[CH:13]=[CH:14][CH:15]=[C:16]([F:17])[C:11]=4[F:10])[N:19]=[C:20]3[CH:25]=[N:24]2)=[CH:6][CH:7]=1. The catalyst class is: 3.